Regression. Given two drug SMILES strings and cell line genomic features, predict the synergy score measuring deviation from expected non-interaction effect. From a dataset of NCI-60 drug combinations with 297,098 pairs across 59 cell lines. (1) Drug 1: C1CCC(C1)C(CC#N)N2C=C(C=N2)C3=C4C=CNC4=NC=N3. Drug 2: B(C(CC(C)C)NC(=O)C(CC1=CC=CC=C1)NC(=O)C2=NC=CN=C2)(O)O. Cell line: NCI-H226. Synergy scores: CSS=0.866, Synergy_ZIP=-2.64, Synergy_Bliss=-1.97, Synergy_Loewe=-1.93, Synergy_HSA=-2.62. (2) Drug 2: CCN(CC)CCCC(C)NC1=C2C=C(C=CC2=NC3=C1C=CC(=C3)Cl)OC. Drug 1: CC1OCC2C(O1)C(C(C(O2)OC3C4COC(=O)C4C(C5=CC6=C(C=C35)OCO6)C7=CC(=C(C(=C7)OC)O)OC)O)O. Cell line: OVCAR-5. Synergy scores: CSS=46.2, Synergy_ZIP=3.11, Synergy_Bliss=6.25, Synergy_Loewe=7.09, Synergy_HSA=6.99.